This data is from NCI-60 drug combinations with 297,098 pairs across 59 cell lines. The task is: Regression. Given two drug SMILES strings and cell line genomic features, predict the synergy score measuring deviation from expected non-interaction effect. (1) Drug 1: CC12CCC3C(C1CCC2O)C(CC4=C3C=CC(=C4)O)CCCCCCCCCS(=O)CCCC(C(F)(F)F)(F)F. Drug 2: C1=NNC2=C1C(=O)NC=N2. Cell line: HL-60(TB). Synergy scores: CSS=14.5, Synergy_ZIP=-4.30, Synergy_Bliss=-0.750, Synergy_Loewe=-2.43, Synergy_HSA=0.579. (2) Drug 1: C1=CC(=CC=C1CC(C(=O)O)N)N(CCCl)CCCl.Cl. Drug 2: CC(C)NC(=O)C1=CC=C(C=C1)CNNC.Cl. Cell line: HCT116. Synergy scores: CSS=4.00, Synergy_ZIP=-2.48, Synergy_Bliss=-0.0903, Synergy_Loewe=-6.86, Synergy_HSA=-1.86. (3) Drug 1: C1=C(C(=O)NC(=O)N1)N(CCCl)CCCl. Drug 2: CNC(=O)C1=NC=CC(=C1)OC2=CC=C(C=C2)NC(=O)NC3=CC(=C(C=C3)Cl)C(F)(F)F. Cell line: HOP-62. Synergy scores: CSS=40.3, Synergy_ZIP=-8.46, Synergy_Bliss=-4.77, Synergy_Loewe=-9.59, Synergy_HSA=-3.76. (4) Drug 2: C1CNP(=O)(OC1)N(CCCl)CCCl. Cell line: MDA-MB-435. Synergy scores: CSS=58.0, Synergy_ZIP=3.19, Synergy_Bliss=-2.80, Synergy_Loewe=-57.1, Synergy_HSA=-1.84. Drug 1: C1=NC2=C(N1)C(=S)N=CN2.